This data is from NCI-60 drug combinations with 297,098 pairs across 59 cell lines. The task is: Regression. Given two drug SMILES strings and cell line genomic features, predict the synergy score measuring deviation from expected non-interaction effect. Cell line: SK-MEL-5. Synergy scores: CSS=1.18, Synergy_ZIP=2.72, Synergy_Bliss=2.96, Synergy_Loewe=-9.59, Synergy_HSA=-4.28. Drug 1: CNC(=O)C1=CC=CC=C1SC2=CC3=C(C=C2)C(=NN3)C=CC4=CC=CC=N4. Drug 2: CN(CCCl)CCCl.Cl.